From a dataset of Catalyst prediction with 721,799 reactions and 888 catalyst types from USPTO. Predict which catalyst facilitates the given reaction. Reactant: [O:1]1[C:5]([C:6]2[CH:11]=[CH:10][C:9]([C:12]3([CH3:17])OCC[O:13]3)=[CH:8][CH:7]=2)=[CH:4][N:3]=[CH:2]1.C1(C)C=CC(S([O-])(=O)=O)=CC=1.[NH+]1C=CC=CC=1. Product: [O:1]1[C:5]([C:6]2[CH:7]=[CH:8][C:9]([C:12](=[O:13])[CH3:17])=[CH:10][CH:11]=2)=[CH:4][N:3]=[CH:2]1. The catalyst class is: 95.